From a dataset of Reaction yield outcomes from USPTO patents with 853,638 reactions. Predict the reaction yield, written as a fraction of the theoretical maximum amount of product (1.0 means a 100% yield; for example, 0.34 means a 34% yield). (1) The reactants are [Cl:1][C:2]1[CH:7]=[CH:6][N:5]=[C:4]([O:8][C:9]2[CH:16]=[CH:15][C:12]([CH:13]=O)=[CH:11][CH:10]=2)[CH:3]=1.[BH4-].[Na+].S(Cl)(Cl)=O.[CH3:23][N:24]1[CH:28]=[C:27]([CH2:29][C:30]2[C:31](=[O:37])[NH:32][C:33](=[S:36])[NH:34][CH:35]=2)[CH:26]=[N:25]1. The catalyst is CO.C(Cl)Cl. The product is [Cl:1][C:2]1[CH:7]=[CH:6][N:5]=[C:4]([O:8][C:9]2[CH:16]=[CH:15][C:12]([CH2:13][S:36][C:33]3[NH:34][CH:35]=[C:30]([CH2:29][C:27]4[CH:26]=[N:25][N:24]([CH3:23])[CH:28]=4)[C:31](=[O:37])[N:32]=3)=[CH:11][CH:10]=2)[CH:3]=1. The yield is 0.584. (2) The reactants are [C:1]([C:3]1[CH:4]=[C:5]([CH:43]=[CH:44][CH:45]=1)[CH2:6][N:7]1[CH:11]=[C:10]([NH:12][C:13]([C:15]2[C:23]3[C:18](=[CH:19][C:20]([C:24]4[CH:25]=[N:26][N:27](C5CCCCO5)[CH:28]=4)=[CH:21][CH:22]=3)[N:17](COCC[Si](C)(C)C)[N:16]=2)=[O:14])[CH:9]=[N:8]1)#[N:2].[N:46]([Sn](CCCC)(CCCC)CCCC)=[N+:47]=[N-:48].C([SiH](C(C)C)C(C)C)(C)C. The catalyst is C1(C)C=CC=CC=1.C(Cl)Cl.C(O)(C(F)(F)F)=O. The product is [N:46]1[NH:47][N:48]=[N:2][C:1]=1[C:3]1[CH:4]=[C:5]([CH:43]=[CH:44][CH:45]=1)[CH2:6][N:7]1[CH:11]=[C:10]([NH:12][C:13]([C:15]2[C:23]3[C:18](=[CH:19][C:20]([C:24]4[CH:25]=[N:26][NH:27][CH:28]=4)=[CH:21][CH:22]=3)[NH:17][N:16]=2)=[O:14])[CH:9]=[N:8]1. The yield is 0.580.